From a dataset of Forward reaction prediction with 1.9M reactions from USPTO patents (1976-2016). Predict the product of the given reaction. (1) Given the reactants [ClH:1].[F:2][C:3]1[CH:4]=[C:5]([C:10]2[C:18]3[C:13](=[CH:14][C:15]([O:19][CH2:20][CH2:21][CH2:22][N:23]4[CH2:28][CH2:27][N:26]([S:29]([CH3:32])(=[O:31])=[O:30])[CH2:25][CH2:24]4)=[CH:16][CH:17]=3)[C:12](=[O:33])[C:11]=2C2C=NC3C(C=2)=CC=CC=3)[CH:6]=[C:7]([F:9])[CH:8]=1.O1CCN(CCO[C:53]2[CH:61]=[C:60]3[C:56]([C:57](C4C=CC=CC=4)=C(Br)C3=O)=[CH:55][CH:54]=2)CC1.B(O)(O)C1C=CC(C)=CC=1, predict the reaction product. The product is: [ClH:1].[F:2][C:3]1[CH:4]=[C:5]([C:10]2[C:18]3[C:13](=[CH:14][C:15]([O:19][CH2:20][CH2:21][CH2:22][N:23]4[CH2:24][CH2:25][N:26]([S:29]([CH3:32])(=[O:31])=[O:30])[CH2:27][CH2:28]4)=[CH:16][CH:17]=3)[C:12](=[O:33])[C:11]=2[C:53]2[CH:61]=[CH:60][C:56]([CH3:57])=[CH:55][CH:54]=2)[CH:6]=[C:7]([F:9])[CH:8]=1. (2) Given the reactants [C:1]([O:5][C:6]([NH:8][CH2:9][CH:10]1[CH2:15][CH2:14][N:13]([C:16]2[N:21]=[CH:20][N:19]=[C:18]([C:22](OC)=[O:23])[CH:17]=2)[CH2:12][CH2:11]1)=[O:7])([CH3:4])([CH3:3])[CH3:2].CC(C[AlH]CC(C)C)C, predict the reaction product. The product is: [C:1]([O:5][C:6](=[O:7])[NH:8][CH2:9][CH:10]1[CH2:15][CH2:14][N:13]([C:16]2[CH:17]=[C:18]([CH:22]=[O:23])[N:19]=[CH:20][N:21]=2)[CH2:12][CH2:11]1)([CH3:4])([CH3:2])[CH3:3].